Task: Predict the product of the given reaction.. Dataset: Forward reaction prediction with 1.9M reactions from USPTO patents (1976-2016) (1) Given the reactants [NH2:1][CH2:2][CH2:3][O:4][C:5]1[CH:10]=[CH:9][C:8]([CH2:11][CH:12]([O:18][C:19]2[CH:24]=[CH:23][CH:22]=[CH:21][CH:20]=2)[C:13]([O:15][CH2:16][CH3:17])=[O:14])=[CH:7][CH:6]=1.[CH3:25][O:26][CH2:27][O:28][C:29]1[C:34]([CH3:35])=[CH:33][C:32]([C:36]2[CH:41]=[CH:40][C:39]([C:42](O)=[O:43])=[CH:38][CH:37]=2)=[CH:31][C:30]=1[CH3:45].C(N1C=CN=C1)(N1C=CN=C1)=O, predict the reaction product. The product is: [CH3:25][O:26][CH2:27][O:28][C:29]1[C:34]([CH3:35])=[CH:33][C:32]([C:36]2[CH:41]=[CH:40][C:39]([C:42]([NH:1][CH2:2][CH2:3][O:4][C:5]3[CH:6]=[CH:7][C:8]([CH2:11][CH:12]([O:18][C:19]4[CH:20]=[CH:21][CH:22]=[CH:23][CH:24]=4)[C:13]([O:15][CH2:16][CH3:17])=[O:14])=[CH:9][CH:10]=3)=[O:43])=[CH:38][CH:37]=2)=[CH:31][C:30]=1[CH3:45]. (2) Given the reactants [CH3:1][O:2][C:3]1[CH:4]=[C:5]2[C:10](=[CH:11][CH:12]=1)[CH:9]=[N:8][CH2:7][CH2:6]2.O.[BH4-].[Na+], predict the reaction product. The product is: [CH3:1][O:2][C:3]1[CH:4]=[C:5]2[C:10](=[CH:11][CH:12]=1)[CH2:9][NH:8][CH2:7][CH2:6]2. (3) Given the reactants [F:1][C:2]1[CH:7]=[C:6]([N+:8]([O-:10])=[O:9])[CH:5]=[CH:4][C:3]=1[N:11]1[CH2:16][C@@H:15]([CH3:17])[N:14]([CH3:18])[CH2:13][C@@H:12]1C.F[C:21]1C=C([N+]([O-])=O)C=CC=1N1C[C@H](C)N[C@H](C)C1, predict the reaction product. The product is: [F:1][C:2]1[CH:7]=[C:6]([N+:8]([O-:10])=[O:9])[CH:5]=[CH:4][C:3]=1[N:11]1[CH2:12][C@@H:13]([CH3:21])[N:14]([CH3:18])[C@@H:15]([CH3:17])[CH2:16]1.